Dataset: Experimentally validated miRNA-target interactions with 360,000+ pairs, plus equal number of negative samples. Task: Binary Classification. Given a miRNA mature sequence and a target amino acid sequence, predict their likelihood of interaction. The miRNA is hsa-miR-216a-5p with sequence UAAUCUCAGCUGGCAACUGUGA. The protein sequence of the target gene is MIASHMIACLFTELNQNQVQKVDQYLYHMRLSDETLLEISRRFRKEMEKGLGATTHPTAAVKMLPTFVRSTPDGTEHGEFLALDLGGTNFRVLRVRVTDNGLQRVEMENQIYAIPEDIMRGSGTQLFDHIAECLANFMDKLQIKEKKLPLGFTFSFPCHQTKLDESFLVSWTKGFKSSGVEGRDVVDLIRKAIQRRGDFDIDIVAVVNDTVGTMMTCGYDDQNCEIGLIVGTGSNACYMEEMRHIDMVEGDEGRMCINMEWGAFGDDGTLNDIRTEFDREIDMGSLNPGKQLFEKMISGM.... Result: 0 (no interaction).